This data is from Full USPTO retrosynthesis dataset with 1.9M reactions from patents (1976-2016). The task is: Predict the reactants needed to synthesize the given product. (1) Given the product [OH:25][C@H:20]1[CH2:21][CH2:22][CH2:23][CH2:24][C@@H:19]1[NH:18][C:16]([C:9]1[C:10]2=[N:11][CH:12]=[CH:13][CH:14]=[C:15]2[N:7]([CH2:6][C:5]2[CH:26]=[CH:27][C:2]([C:32]3[N:31]=[CH:30][N:29]([CH3:28])[CH:33]=3)=[CH:3][CH:4]=2)[CH:8]=1)=[O:17], predict the reactants needed to synthesize it. The reactants are: Br[C:2]1[CH:27]=[CH:26][C:5]([CH2:6][N:7]2[C:15]3[C:10](=[N:11][CH:12]=[CH:13][CH:14]=3)[C:9]([C:16]([NH:18][C@H:19]3[CH2:24][CH2:23][CH2:22][CH2:21][C@@H:20]3[OH:25])=[O:17])=[CH:8]2)=[CH:4][CH:3]=1.[CH3:28][N:29]1[CH:33]=[C:32]([Sn](CCCC)(CCCC)CCCC)[N:31]=[CH:30]1. (2) Given the product [CH3:1][O:2][CH:3]([O:6][CH3:7])[CH2:4][NH:5][C:18](=[O:19])[C:17]1[CH:21]=[CH:22][C:14]([I:13])=[CH:15][CH:16]=1, predict the reactants needed to synthesize it. The reactants are: [CH3:1][O:2][CH:3]([O:6][CH3:7])[CH2:4][NH2:5].C(=O)(O)[O-].[K+].[I:13][C:14]1[CH:22]=[CH:21][C:17]([C:18](Cl)=[O:19])=[CH:16][CH:15]=1.